From a dataset of Peptide-MHC class II binding affinity with 134,281 pairs from IEDB. Regression. Given a peptide amino acid sequence and an MHC pseudo amino acid sequence, predict their binding affinity value. This is MHC class II binding data. (1) The peptide sequence is EKKYFAATQFEYLAA. The MHC is HLA-DPA10301-DPB10402 with pseudo-sequence HLA-DPA10301-DPB10402. The binding affinity (normalized) is 0.962. (2) The peptide sequence is QEVFKAIQSLKTTEV. The MHC is HLA-DQA10102-DQB10602 with pseudo-sequence HLA-DQA10102-DQB10602. The binding affinity (normalized) is 0.332. (3) The peptide sequence is WNSGNEWITDFAGKT. The MHC is DRB1_0401 with pseudo-sequence DRB1_0401. The binding affinity (normalized) is 0.382. (4) The peptide sequence is RHIVGKPCPKPHRLN. The MHC is DRB1_1501 with pseudo-sequence DRB1_1501. The binding affinity (normalized) is 0.368. (5) The peptide sequence is KQELDEISTNIRQAG. The MHC is HLA-DQA10501-DQB10301 with pseudo-sequence HLA-DQA10501-DQB10301. The binding affinity (normalized) is 0.0861. (6) The peptide sequence is AFKVAATALNAAPAN. The MHC is DRB1_1001 with pseudo-sequence DRB1_1001. The binding affinity (normalized) is 0.805. (7) The peptide sequence is DLGCGRGGWCYYAAA. The MHC is DRB5_0101 with pseudo-sequence DRB5_0101. The binding affinity (normalized) is 0.396. (8) The MHC is HLA-DQA10501-DQB10302 with pseudo-sequence HLA-DQA10501-DQB10302. The peptide sequence is KEFIRCLALPFRGYL. The binding affinity (normalized) is 0.486.